From a dataset of hERG Central: cardiac toxicity at 1µM, 10µM, and general inhibition. Predict hERG channel inhibition at various concentrations. (1) The molecule is Cc1[nH]c2c(C)cccc2c1CN1CCC(CO)(Cc2ccccc2)CC1. Results: hERG_inhib (hERG inhibition (general)): blocker. (2) The molecule is O=C(NC1CC2CCCC(C1)N2Cc1ccc(F)cc1)c1ccc(F)cc1. Results: hERG_inhib (hERG inhibition (general)): blocker. (3) The molecule is CCCCCn1c(=O)c(C(=O)OCC)c(Cl)c2ccccc21. Results: hERG_inhib (hERG inhibition (general)): blocker. (4) The compound is Cc1cccc(NC(=O)CCN2CCN(C/C=C/c3ccccc3)CC2)c1.Cl. Results: hERG_inhib (hERG inhibition (general)): blocker.